Dataset: Reaction yield outcomes from USPTO patents with 853,638 reactions. Task: Predict the reaction yield, written as a fraction of the theoretical maximum amount of product (1.0 means a 100% yield; for example, 0.34 means a 34% yield). (1) The reactants are [C:1]1([C:7]2[NH:8][C:9](=O)[S:10][CH:11]=2)[CH:6]=[CH:5][CH:4]=[CH:3][CH:2]=1.P(Br)(Br)([Br:15])=O. No catalyst specified. The product is [Br:15][C:9]1[S:10][CH:11]=[C:7]([C:1]2[CH:6]=[CH:5][CH:4]=[CH:3][CH:2]=2)[N:8]=1. The yield is 0.730. (2) The yield is 0.760. The product is [OH:4][CH2:5][CH2:6][O:7][NH:8][C:9]([C:11]1[C:16]([NH:17][C:18]2[CH:23]=[CH:22][C:21]([Br:24])=[CH:20][C:19]=2[F:25])=[CH:15][C:14](=[O:26])[N:13]([CH3:27])[CH:12]=1)=[O:10]. The catalyst is CCOC(C)=O.C1COCC1. The reactants are Cl.C([O:4][CH2:5][CH2:6][O:7][NH:8][C:9]([C:11]1[C:16]([NH:17][C:18]2[CH:23]=[CH:22][C:21]([Br:24])=[CH:20][C:19]=2[F:25])=[CH:15][C:14](=[O:26])[N:13]([CH3:27])[CH:12]=1)=[O:10])=C.CCO.[OH-].[Na+].